From a dataset of Catalyst prediction with 721,799 reactions and 888 catalyst types from USPTO. Predict which catalyst facilitates the given reaction. (1) Reactant: [NH2:1][C:2]1[CH:7]=[C:6]([Cl:8])[C:5]([S:9]C(=O)N(C)C)=[C:4]([Cl:15])[CH:3]=1.[OH-].[K+].Cl. Product: [NH2:1][C:2]1[CH:7]=[C:6]([Cl:8])[C:5]([SH:9])=[C:4]([Cl:15])[CH:3]=1. The catalyst class is: 40. (2) Reactant: [CH3:1][CH:2]1[C:11]2[C:6](=[CH:7][CH:8]=[CH:9][C:10]=2[O:12][C:13]2[N:18]=[CH:17][C:16]([NH2:19])=[CH:15][N:14]=2)[O:5][CH2:4][CH2:3]1.[CH3:20][C:21]([O:24][C:25]([NH:27][C@:28]([CH3:40])([CH2:38][CH3:39])[C:29](=[O:37])SC1C=CC=CN=1)=[O:26])([CH3:23])[CH3:22]. Product: [CH3:40][C@:28]([NH:27][C:25](=[O:26])[O:24][C:21]([CH3:23])([CH3:22])[CH3:20])([C:29]([NH:19][C:16]1[CH:17]=[N:18][C:13]([O:12][C:10]2[CH:9]=[CH:8][CH:7]=[C:6]3[C:11]=2[CH:2]([CH3:1])[CH2:3][CH2:4][O:5]3)=[N:14][CH:15]=1)=[O:37])[CH2:38][CH3:39]. The catalyst class is: 11. (3) Reactant: Cl[CH2:2][CH2:3][CH2:4][C:5]([NH:7][C@@H:8]1[CH2:13][CH2:12][N:11]([C:14]([O:16][C:17]([CH3:20])([CH3:19])[CH3:18])=[O:15])[CH2:10][C@H:9]1[O:21][Si:22]([C:25]([CH3:28])([CH3:27])[CH3:26])([CH3:24])[CH3:23])=[O:6].[H-].[Na+]. Product: [CH3:26][C:25]([Si:22]([CH3:24])([CH3:23])[O:21][C@H:9]1[C@H:8]([N:7]2[CH2:2][CH2:3][CH2:4][C:5]2=[O:6])[CH2:13][CH2:12][N:11]([C:14]([O:16][C:17]([CH3:20])([CH3:19])[CH3:18])=[O:15])[CH2:10]1)([CH3:28])[CH3:27]. The catalyst class is: 1. (4) Reactant: [C:1]1([S:7]([CH2:10][C:11]2[C:16]([C:17]([O:19][CH3:20])=[O:18])=[C:15]([NH:21][CH2:22]CNC(OC(C)(C)C)=O)[C:14]([C:32]3[CH:36]=[CH:35][O:34][CH:33]=3)=[CH:13][CH:12]=2)(=[O:9])=[O:8])[CH:6]=[CH:5][CH:4]=[CH:3][CH:2]=1.C1(S(CC2C(C(OC)=O)=C(OS(C(F)(F)F)(=O)=O)C(C3C=COC=3)=CC=2)(=O)=O)C=CC=CC=1.CN. Product: [C:1]1([S:7]([CH2:10][C:11]2[C:16]([C:17]([O:19][CH3:20])=[O:18])=[C:15]([NH:21][CH3:22])[C:14]([C:32]3[CH:36]=[CH:35][O:34][CH:33]=3)=[CH:13][CH:12]=2)(=[O:9])=[O:8])[CH:6]=[CH:5][CH:4]=[CH:3][CH:2]=1. The catalyst class is: 1. (5) Reactant: N(OC(C)(C)C)=O.[Cu]([C:11]#[N:12])C#N.CS(C)=O.N[C:18]1[C:19]2[C:31]([CH3:32])=[CH:30][CH:29]=[CH:28][C:20]=2[S:21][C:22]=1[C:23]([O:25][CH2:26][CH3:27])=[O:24]. Product: [C:11]([C:18]1[C:19]2[C:31]([CH3:32])=[CH:30][CH:29]=[CH:28][C:20]=2[S:21][C:22]=1[C:23]([O:25][CH2:26][CH3:27])=[O:24])#[N:12]. The catalyst class is: 6. (6) Reactant: [C:1]1([C:7]2[CH:12]=[CH:11][CH:10]=[CH:9][CH:8]=2)[CH:6]=[CH:5][CH:4]=[CH:3][CH:2]=1.[H-].[H-].[Ru:15]([Cl:18])([Cl:17])[Cl:16]. Product: [Ru:15]([Cl:18])([Cl:17])[Cl:16].[C:1]1([C:7]2[CH:8]=[CH:9][CH:10]=[CH:11][CH:12]=2)[CH:6]=[CH:5][CH:4]=[CH:3][CH:2]=1. The catalyst class is: 8.